Dataset: Catalyst prediction with 721,799 reactions and 888 catalyst types from USPTO. Task: Predict which catalyst facilitates the given reaction. (1) Reactant: C([N:8]1[CH2:12][C@@H:11]([O:13][CH3:14])[C@H:10]([O:15][CH2:16][C:17]2[CH:22]=[CH:21][CH:20]=[CH:19][CH:18]=2)[CH2:9]1)C1C=CC=CC=1.[H][H]. Product: [CH2:16]([O:15][C@H:10]1[C@H:11]([O:13][CH3:14])[CH2:12][NH:8][CH2:9]1)[C:17]1[CH:18]=[CH:19][CH:20]=[CH:21][CH:22]=1. The catalyst class is: 19. (2) Reactant: [NH:1]1[CH2:6][CH2:5][O:4][C@H:3]([CH2:7][OH:8])[CH2:2]1.[OH-].[Na+].[C:11]([O:15][C:16](O[C:16]([O:15][C:11]([CH3:14])([CH3:13])[CH3:12])=[O:17])=[O:17])([CH3:14])([CH3:13])[CH3:12]. Product: [C:11]([O:15][C:16]([N:1]1[CH2:6][CH2:5][O:4][C@H:3]([CH2:7][OH:8])[CH2:2]1)=[O:17])([CH3:14])([CH3:13])[CH3:12]. The catalyst class is: 34. (3) Reactant: [CH3:1][O:2][C:3]1[CH:4]=[C:5]([CH:9]=[CH:10][C:11]=1[O:12][CH3:13])[C:6](Cl)=[O:7].[NH2:14][C:15]1[CH:16]=[CH:17][C:18]([Cl:38])=[C:19]([C:21]([CH3:37])([CH3:36])[CH2:22][NH:23][C:24]([C:26]2[C:34]3[C:29](=[CH:30][CH:31]=[CH:32][CH:33]=3)[N:28]([CH3:35])[N:27]=2)=[O:25])[CH:20]=1.C(N(CC)CC)C. Product: [Cl:38][C:18]1[CH:17]=[CH:16][C:15]([NH:14][C:6](=[O:7])[C:5]2[CH:9]=[CH:10][C:11]([O:12][CH3:13])=[C:3]([O:2][CH3:1])[CH:4]=2)=[CH:20][C:19]=1[C:21]([CH3:37])([CH3:36])[CH2:22][NH:23][C:24]([C:26]1[C:34]2[C:29](=[CH:30][CH:31]=[CH:32][CH:33]=2)[N:28]([CH3:35])[N:27]=1)=[O:25]. The catalyst class is: 2. (4) Reactant: [C:1]([NH:4][NH:5][C:6](=[O:8])[CH3:7])(=[NH:3])[CH3:2].C(=O)(O)[O-].[Na+].Br[CH2:15][C:16]([C:18]1[CH:19]=[N:20][N:21]([CH3:30])[C:22]=1[C:23]1[CH:28]=[CH:27][C:26]([CH3:29])=[CH:25][CH:24]=1)=O. Product: [CH3:2][C:1]1[N:4]([NH:5][C:6](=[O:8])[CH3:7])[CH:15]=[C:16]([C:18]2[CH:19]=[N:20][N:21]([CH3:30])[C:22]=2[C:23]2[CH:28]=[CH:27][C:26]([CH3:29])=[CH:25][CH:24]=2)[N:3]=1. The catalyst class is: 245.